From a dataset of TCR-epitope binding with 47,182 pairs between 192 epitopes and 23,139 TCRs. Binary Classification. Given a T-cell receptor sequence (or CDR3 region) and an epitope sequence, predict whether binding occurs between them. (1) The epitope is AYAQKIFKI. The TCR CDR3 sequence is CASSQGRRSNEQFF. Result: 0 (the TCR does not bind to the epitope). (2) The epitope is MPASWVMRI. The TCR CDR3 sequence is CSASLREGDLSTDTQYF. Result: 1 (the TCR binds to the epitope).